This data is from Reaction yield outcomes from USPTO patents with 853,638 reactions. The task is: Predict the reaction yield, written as a fraction of the theoretical maximum amount of product (1.0 means a 100% yield; for example, 0.34 means a 34% yield). (1) The reactants are [CH:1]1([NH:6][C:7]2[CH:12]=[CH:11][N:10]3[N:13]=[C:14]([C:28]4[CH:33]=[CH:32][C:31]([O:34][CH3:35])=[CH:30][CH:29]=4)[C:15]([C:16]4[CH:21]=[CH:20][N:19]=[C:18]([NH:22][CH:23]5[CH2:27][CH2:26][CH2:25][CH2:24]5)[N:17]=4)=[C:9]3[CH:8]=2)[CH2:5][CH2:4][CH2:3][CH2:2]1.C([Li])CCC.[CH3:41][S:42]SC. No catalyst specified. The product is [CH:1]1([NH:6][C:7]2[CH:12]=[C:11]([S:42][CH3:41])[N:10]3[N:13]=[C:14]([C:28]4[CH:29]=[CH:30][C:31]([O:34][CH3:35])=[CH:32][CH:33]=4)[C:15]([C:16]4[CH:21]=[CH:20][N:19]=[C:18]([NH:22][CH:23]5[CH2:24][CH2:25][CH2:26][CH2:27]5)[N:17]=4)=[C:9]3[CH:8]=2)[CH2:2][CH2:3][CH2:4][CH2:5]1. The yield is 0.710. (2) The reactants are [O:1]=[C:2]1[C:7]([CH2:8][C:9]2[CH:14]=[CH:13][C:12]([C:15]3[C:16]([C:21]#[N:22])=[CH:17][CH:18]=[CH:19][CH:20]=3)=[CH:11][CH:10]=2)=[C:6]([CH2:23][CH2:24][CH3:25])[N:5]2[N:26]=[CH:27][N:28]=[C:4]2[NH:3]1.Br[CH2:30][C:31]1[CH:36]=[CH:35][C:34]([F:37])=[CH:33][CH:32]=1.C(=O)([O-])[O-].[K+].[K+].CN(C)C=O. The catalyst is C(OCC)(=O)C. The product is [F:37][C:34]1[CH:35]=[CH:36][C:31]([CH2:30][N:3]2[C:2](=[O:1])[C:7]([CH2:8][C:9]3[CH:10]=[CH:11][C:12]([C:15]4[C:16]([C:21]#[N:22])=[CH:17][CH:18]=[CH:19][CH:20]=4)=[CH:13][CH:14]=3)=[C:6]([CH2:23][CH2:24][CH3:25])[N:5]3[N:26]=[CH:27][N:28]=[C:4]23)=[CH:32][CH:33]=1. The yield is 0.890. (3) The reactants are [NH2:1][C:2]1[N:7]=[CH:6][N:5]=[C:4]2[N:8]([C@@H:12]3[CH2:17][CH2:16][CH2:15][N:14]([C:18]([O:20][C:21]([CH3:24])([CH3:23])[CH3:22])=[O:19])[CH2:13]3)[N:9]=[C:10](I)[C:3]=12.[F:25][C:26]1[CH:47]=[CH:46][C:45]([F:48])=[CH:44][C:27]=1[O:28][C:29]1[CH:34]=[CH:33][C:32](B2OC(C)(C)C(C)(C)O2)=[CH:31][CH:30]=1.C(=O)([O-])[O-].[Na+].[Na+]. The catalyst is O1CCOCC1.O.C1C=CC([P]([Pd]([P](C2C=CC=CC=2)(C2C=CC=CC=2)C2C=CC=CC=2)([P](C2C=CC=CC=2)(C2C=CC=CC=2)C2C=CC=CC=2)[P](C2C=CC=CC=2)(C2C=CC=CC=2)C2C=CC=CC=2)(C2C=CC=CC=2)C2C=CC=CC=2)=CC=1. The product is [NH2:1][C:2]1[N:7]=[CH:6][N:5]=[C:4]2[N:8]([C@@H:12]3[CH2:17][CH2:16][CH2:15][N:14]([C:18]([O:20][C:21]([CH3:24])([CH3:23])[CH3:22])=[O:19])[CH2:13]3)[N:9]=[C:10]([C:32]3[CH:31]=[CH:30][C:29]([O:28][C:27]4[CH:44]=[C:45]([F:48])[CH:46]=[CH:47][C:26]=4[F:25])=[CH:34][CH:33]=3)[C:3]=12. The yield is 0.870. (4) The reactants are [CH3:1][O:2][CH2:3][CH2:4][O:5][CH2:6][CH2:7][O:8][CH2:9][CH2:10][O:11][CH2:12][CH2:13][CH2:14][NH:15][C:16]1[C:17]([C:53]([NH:55][C@H:56]([CH2:67][OH:68])[C:57]([O:59]CC2C=CC=CC=2)=[O:58])=[O:54])=[N:18][C:19]([NH:38][CH2:39][CH2:40][CH2:41][O:42][CH2:43][CH2:44][O:45][CH2:46][CH2:47][O:48][CH2:49][CH2:50][O:51][CH3:52])=[C:20]([C:22]([NH:24][C@H:25]([CH2:36][OH:37])[C:26](=[O:35])[O:27]CC2C=CC=CC=2)=[O:23])[N:21]=1. The catalyst is C(O)C.O.O.[Pd]. The product is [CH3:1][O:2][CH2:3][CH2:4][O:5][CH2:6][CH2:7][O:8][CH2:9][CH2:10][O:11][CH2:12][CH2:13][CH2:14][NH:15][C:16]1[C:17]([C:53]([NH:55][C@@H:56]([C:57]([OH:59])=[O:58])[CH2:67][OH:68])=[O:54])=[N:18][C:19]([NH:38][CH2:39][CH2:40][CH2:41][O:42][CH2:43][CH2:44][O:45][CH2:46][CH2:47][O:48][CH2:49][CH2:50][O:51][CH3:52])=[C:20]([C:22]([NH:24][C@@H:25]([C:26]([OH:35])=[O:27])[CH2:36][OH:37])=[O:23])[N:21]=1. The yield is 0.260. (5) The reactants are [F:1][C:2]([F:16])([F:15])[C:3]1[C:4]2[O:14][CH2:13][O:12][C:5]=2[CH:6]=[C:7]([CH:11]=1)[C:8]([OH:10])=O.[NH:17]1[CH2:22][CH2:21][CH2:20][CH2:19][CH2:18]1.C(N(CC)CC)C.CN(C(ON1N=NC2C=CC=CC1=2)=[N+](C)C)C.F[P-](F)(F)(F)(F)F. The catalyst is O.ClCCl. The product is [F:15][C:2]([F:1])([F:16])[C:3]1[C:4]2[O:14][CH2:13][O:12][C:5]=2[CH:6]=[C:7]([CH:11]=1)[C:8]([N:17]1[CH2:22][CH2:21][CH2:20][CH2:19][CH2:18]1)=[O:10]. The yield is 0.870. (6) The reactants are [CH3:1][O:2][CH2:3][CH2:4][CH2:5][NH:6][CH2:7][C:8]1[CH:9]=[N:10][CH:11]=[C:12](B2OC(C)(C)C(C)(C)O2)[CH:13]=1.Br[C:24]1[CH:25]=[C:26]2[C:30](=[C:31]([C:33]([NH2:35])=[O:34])[CH:32]=1)[NH:29][CH:28]=[C:27]2[CH:36]1[CH2:41][CH2:40][N:39]([S:42]([CH2:45][CH3:46])(=[O:44])=[O:43])[CH2:38][CH2:37]1.C(=O)([O-])[O-].[K+].[K+]. No catalyst specified. The product is [CH2:45]([S:42]([N:39]1[CH2:38][CH2:37][CH:36]([C:27]2[C:26]3[C:30](=[C:31]([C:33]([NH2:35])=[O:34])[CH:32]=[C:24]([C:12]4[CH:11]=[N:10][CH:9]=[C:8]([CH2:7][NH:6][CH2:5][CH2:4][CH2:3][O:2][CH3:1])[CH:13]=4)[CH:25]=3)[NH:29][CH:28]=2)[CH2:41][CH2:40]1)(=[O:44])=[O:43])[CH3:46]. The yield is 0.830.